From a dataset of NCI-60 drug combinations with 297,098 pairs across 59 cell lines. Regression. Given two drug SMILES strings and cell line genomic features, predict the synergy score measuring deviation from expected non-interaction effect. (1) Drug 1: COC1=C(C=C2C(=C1)N=CN=C2NC3=CC(=C(C=C3)F)Cl)OCCCN4CCOCC4. Drug 2: CS(=O)(=O)CCNCC1=CC=C(O1)C2=CC3=C(C=C2)N=CN=C3NC4=CC(=C(C=C4)OCC5=CC(=CC=C5)F)Cl. Cell line: DU-145. Synergy scores: CSS=35.8, Synergy_ZIP=4.72, Synergy_Bliss=3.01, Synergy_Loewe=-0.670, Synergy_HSA=3.23. (2) Drug 1: C1C(C(OC1N2C=NC3=C(N=C(N=C32)Cl)N)CO)O. Drug 2: C1CC(=O)NC(=O)C1N2C(=O)C3=CC=CC=C3C2=O. Cell line: SR. Synergy scores: CSS=68.8, Synergy_ZIP=-4.15, Synergy_Bliss=-6.78, Synergy_Loewe=-46.8, Synergy_HSA=-6.36. (3) Drug 1: CC1C(C(=O)NC(C(=O)N2CCCC2C(=O)N(CC(=O)N(C(C(=O)O1)C(C)C)C)C)C(C)C)NC(=O)C3=C4C(=C(C=C3)C)OC5=C(C(=O)C(=C(C5=N4)C(=O)NC6C(OC(=O)C(N(C(=O)CN(C(=O)C7CCCN7C(=O)C(NC6=O)C(C)C)C)C)C(C)C)C)N)C. Drug 2: CC12CCC3C(C1CCC2OP(=O)(O)O)CCC4=C3C=CC(=C4)OC(=O)N(CCCl)CCCl.[Na+]. Cell line: NCI-H322M. Synergy scores: CSS=61.1, Synergy_ZIP=12.9, Synergy_Bliss=16.8, Synergy_Loewe=11.4, Synergy_HSA=15.4. (4) Drug 2: C1=NC2=C(N=C(N=C2N1C3C(C(C(O3)CO)O)O)F)N. Synergy scores: CSS=59.2, Synergy_ZIP=-0.790, Synergy_Bliss=-2.11, Synergy_Loewe=-14.2, Synergy_HSA=-0.721. Drug 1: C1=CN(C(=O)N=C1N)C2C(C(C(O2)CO)O)O.Cl. Cell line: K-562. (5) Drug 1: CC(CN1CC(=O)NC(=O)C1)N2CC(=O)NC(=O)C2. Drug 2: CN(CC1=CN=C2C(=N1)C(=NC(=N2)N)N)C3=CC=C(C=C3)C(=O)NC(CCC(=O)O)C(=O)O. Cell line: OVCAR3. Synergy scores: CSS=35.1, Synergy_ZIP=-8.47, Synergy_Bliss=-0.680, Synergy_Loewe=-30.5, Synergy_HSA=1.74. (6) Drug 1: CC1=C(C(=CC=C1)Cl)NC(=O)C2=CN=C(S2)NC3=CC(=NC(=N3)C)N4CCN(CC4)CCO. Drug 2: CC1CCC2CC(C(=CC=CC=CC(CC(C(=O)C(C(C(=CC(C(=O)CC(OC(=O)C3CCCCN3C(=O)C(=O)C1(O2)O)C(C)CC4CCC(C(C4)OC)OCCO)C)C)O)OC)C)C)C)OC. Cell line: U251. Synergy scores: CSS=-1.98, Synergy_ZIP=6.50, Synergy_Bliss=5.18, Synergy_Loewe=-0.230, Synergy_HSA=-2.87. (7) Drug 2: C1=CC=C(C(=C1)C(C2=CC=C(C=C2)Cl)C(Cl)Cl)Cl. Cell line: A549. Drug 1: C1CN1P(=S)(N2CC2)N3CC3. Synergy scores: CSS=17.7, Synergy_ZIP=-6.48, Synergy_Bliss=-4.72, Synergy_Loewe=-25.7, Synergy_HSA=-5.63.